This data is from Full USPTO retrosynthesis dataset with 1.9M reactions from patents (1976-2016). The task is: Predict the reactants needed to synthesize the given product. Given the product [O:34]=[C:29]1[CH2:30][O:31][CH2:32][CH2:33][N:28]1[C:25]1[CH:24]=[CH:23][C:22]([NH:21][C:4]([C:6]2[O:10][N:9]=[C:8]([CH2:11][NH:12][C:13]([C:15]3[S:16][C:17]([Cl:20])=[CH:18][CH:19]=3)=[O:14])[N:7]=2)=[O:5])=[CH:27][CH:26]=1, predict the reactants needed to synthesize it. The reactants are: C(O[C:4]([C:6]1[O:10][N:9]=[C:8]([CH2:11][NH:12][C:13]([C:15]2[S:16][C:17]([Cl:20])=[CH:18][CH:19]=2)=[O:14])[N:7]=1)=[O:5])C.[NH2:21][C:22]1[CH:27]=[CH:26][C:25]([N:28]2[CH2:33][CH2:32][O:31][CH2:30][C:29]2=[O:34])=[CH:24][C:23]=1F.